Dataset: Peptide-MHC class I binding affinity with 185,985 pairs from IEDB/IMGT. Task: Regression. Given a peptide amino acid sequence and an MHC pseudo amino acid sequence, predict their binding affinity value. This is MHC class I binding data. (1) The peptide sequence is EQFPNATAF. The MHC is HLA-A01:01 with pseudo-sequence HLA-A01:01. The binding affinity (normalized) is 0.0847. (2) The peptide sequence is AIKEVVMAY. The MHC is HLA-A68:01 with pseudo-sequence HLA-A68:01. The binding affinity (normalized) is 0.